Dataset: Full USPTO retrosynthesis dataset with 1.9M reactions from patents (1976-2016). Task: Predict the reactants needed to synthesize the given product. (1) The reactants are: Br[C:2]1[CH:3]=[CH:4][C:5]2[N:11]3[C:12]([CH3:15])=[N:13][N:14]=[C:10]3[C@H:9]([CH3:16])[CH2:8][N:7]([C:17]3[CH:22]=[CH:21][C:20]([Cl:23])=[CH:19][N:18]=3)[C:6]=2[CH:24]=1.CC1(C)C(C)(C)OB([C:33]2[CH:34]=[CH:35][C:36](=[O:39])[NH:37][CH:38]=2)O1.C(=O)([O-])[O-].[Cs+].[Cs+]. Given the product [Cl:23][C:20]1[CH:21]=[CH:22][C:17]([N:7]2[CH2:8][C@@H:9]([CH3:16])[C:10]3=[N:14][N:13]=[C:12]([CH3:15])[N:11]3[C:5]3[CH:4]=[CH:3][C:2]([C:33]4[CH:34]=[CH:35][C:36](=[O:39])[NH:37][CH:38]=4)=[CH:24][C:6]2=3)=[N:18][CH:19]=1, predict the reactants needed to synthesize it. (2) Given the product [OH:35][C:20]1([C:48]([F:50])([F:49])[F:47])[C:19]2[CH:36]=[CH:37][C:38]([OH:40])=[CH:39][C:18]=2[O:17][CH:16]([C:13]2[CH:14]=[CH:15][C:10]([O:9][CH2:8][CH2:7][N:1]3[CH2:2][CH2:3][CH2:4][CH2:5][CH2:6]3)=[CH:11][CH:12]=2)[CH:21]1[C:22]1[CH:27]=[CH:26][C:25]([OH:28])=[CH:24][CH:23]=1, predict the reactants needed to synthesize it. The reactants are: [N:1]1([CH2:7][CH2:8][O:9][C:10]2[CH:15]=[CH:14][C:13]([CH:16]3[CH:21]([C:22]4[CH:27]=[CH:26][C:25]([O:28]C5CCCCO5)=[CH:24][CH:23]=4)[C:20](=[O:35])[C:19]4[CH:36]=[CH:37][C:38]([O:40]C5CCCCO5)=[CH:39][C:18]=4[O:17]3)=[CH:12][CH:11]=2)[CH2:6][CH2:5][CH2:4][CH2:3][CH2:2]1.[F:47][C:48]([Si](C)(C)C)([F:50])[F:49].[F-].[Cs+]. (3) Given the product [CH:19]([O:18][C:14]1[C:11]2[C:12]([CH3:13])=[C:8]([C:6]([OH:7])=[O:5])[O:9][C:10]=2[CH:17]=[CH:16][CH:15]=1)([CH3:21])[CH3:20], predict the reactants needed to synthesize it. The reactants are: C([O:5][C:6]([C:8]1[O:9][C:10]2[CH:17]=[CH:16][CH:15]=[C:14]([O:18][CH:19]([CH3:21])[CH3:20])[C:11]=2[C:12]=1[CH3:13])=[O:7])(C)(C)C.C(O)(C(F)(F)F)=O.ClCCl.